This data is from Full USPTO retrosynthesis dataset with 1.9M reactions from patents (1976-2016). The task is: Predict the reactants needed to synthesize the given product. (1) Given the product [OH:7][CH2:6][CH2:5][CH2:4][CH2:3][CH2:2][NH:1][C:8](=[O:9])[O:10][C:11]([CH3:14])([CH3:13])[CH3:12], predict the reactants needed to synthesize it. The reactants are: [NH2:1][CH2:2][CH2:3][CH2:4][CH2:5][CH2:6][OH:7].[C:8](O[C:8]([O:10][C:11]([CH3:14])([CH3:13])[CH3:12])=[O:9])([O:10][C:11]([CH3:14])([CH3:13])[CH3:12])=[O:9]. (2) The reactants are: [NH2:1][C:2]1[C:7]([NH2:8])=[CH:6][CH:5]=[CH:4][N:3]=1.Cl[CH2:10][C:11]([CH2:13][C:14](=O)[CH3:15])=[O:12]. Given the product [NH2:8][C:7]1[C:2]2[N:3]([C:13]([C:11](=[O:12])[CH3:10])=[C:14]([CH3:15])[N:1]=2)[CH:4]=[CH:5][CH:6]=1, predict the reactants needed to synthesize it. (3) The reactants are: [O:1]1[CH:6]=[CH:5][CH2:4][CH2:3][CH:2]1[C:7]1[C:8]([O:13][C:14]2[CH:19]=[CH:18][C:17]([NH:20][C:21]3[S:22][C:23]4[CH:29]=[CH:28][CH:27]=[CH:26][C:24]=4[N:25]=3)=[CH:16][CH:15]=2)=[N:9][CH:10]=[CH:11][CH:12]=1. Given the product [O:1]1[CH2:6][CH2:5][CH2:4][CH2:3][CH:2]1[C:7]1[C:8]([O:13][C:14]2[CH:19]=[CH:18][C:17]([NH:20][C:21]3[S:22][C:23]4[CH:29]=[CH:28][CH:27]=[CH:26][C:24]=4[N:25]=3)=[CH:16][CH:15]=2)=[N:9][CH:10]=[CH:11][CH:12]=1, predict the reactants needed to synthesize it. (4) Given the product [F:26][C:20]1[CH:21]=[C:22]([F:25])[CH:23]=[CH:24][C:19]=1[CH2:18][CH2:17][N:14]1[CH2:15][CH2:16][CH:11]([S:8]([C:5]2[CH:6]=[CH:7][C:2]([C:30]3[N:31]=[N:32][N:28]([CH3:27])[N:29]=3)=[CH:3][CH:4]=2)(=[O:10])=[O:9])[CH2:12][CH2:13]1, predict the reactants needed to synthesize it. The reactants are: Br[C:2]1[CH:7]=[CH:6][C:5]([S:8]([CH:11]2[CH2:16][CH2:15][N:14]([CH2:17][CH2:18][C:19]3[CH:24]=[CH:23][C:22]([F:25])=[CH:21][C:20]=3[F:26])[CH2:13][CH2:12]2)(=[O:10])=[O:9])=[CH:4][CH:3]=1.[CH3:27][N:28]1[N:32]=[N:31][C:30]([Sn](CCCC)(CCCC)CCCC)=[N:29]1.O.CCOC(C)=O. (5) Given the product [C:3]1([CH2:9][CH2:10][C@H:11]([OH:24])[C:12]#[C:13][Si:14]([CH:18]([CH3:20])[CH3:19])([CH:15]([CH3:17])[CH3:16])[CH:21]([CH3:22])[CH3:23])[CH:8]=[CH:7][CH:6]=[CH:5][CH:4]=1, predict the reactants needed to synthesize it. The reactants are: [OH-].[K+].[C:3]1([CH2:9][CH2:10][C:11](=[O:24])[C:12]#[C:13][Si:14]([CH:21]([CH3:23])[CH3:22])([CH:18]([CH3:20])[CH3:19])[CH:15]([CH3:17])[CH3:16])[CH:8]=[CH:7][CH:6]=[CH:5][CH:4]=1. (6) Given the product [Cl:1][C:2]1[CH:10]=[C:9]2[C:5]([C:6]([C:11]([N:22]3[CH2:27][CH2:26][C:25]4([C:35]5[C:30](=[CH:31][CH:32]=[CH:33][CH:34]=5)[C:29](=[O:36])[NH:28]4)[CH2:24][CH2:23]3)=[O:13])=[CH:7][NH:8]2)=[CH:4][CH:3]=1, predict the reactants needed to synthesize it. The reactants are: [Cl:1][C:2]1[CH:10]=[C:9]2[C:5]([C:6]([C:11]([OH:13])=O)=[CH:7][NH:8]2)=[CH:4][CH:3]=1.ClC(N(C)C)=C(C)C.[NH:22]1[CH2:27][CH2:26][C:25]2([C:35]3[C:30](=[CH:31][CH:32]=[CH:33][CH:34]=3)[C:29](=[O:36])[NH:28]2)[CH2:24][CH2:23]1.C(N(CC)CC)C. (7) Given the product [ClH:32].[NH2:19][CH2:18][C:7]1[N:8]([CH2:14][CH:15]([CH3:17])[CH3:16])[C:9](=[O:13])[C:10]2[C:5]([C:6]=1[C:27]1[S:28][CH:29]=[CH:30][CH:31]=1)=[CH:4][C:3]([C:1]#[N:2])=[CH:12][CH:11]=2, predict the reactants needed to synthesize it. The reactants are: [C:1]([C:3]1[CH:4]=[C:5]2[C:10](=[CH:11][CH:12]=1)[C:9](=[O:13])[N:8]([CH2:14][CH:15]([CH3:17])[CH3:16])[C:7]([CH2:18][NH:19]C(=O)OC(C)(C)C)=[C:6]2[C:27]1[S:28][CH:29]=[CH:30][CH:31]=1)#[N:2].[ClH:32]. (8) Given the product [CH:15]1([N:21]2[C:7](=[O:9])[CH:6]=[CH:5][C:4]([C:11]([O:13][CH3:14])=[O:12])=[CH:3]2)[CH2:20][CH2:19][CH2:18][CH2:17][CH2:16]1, predict the reactants needed to synthesize it. The reactants are: CO/[CH:3]=[C:4](\[C:11]([O:13][CH3:14])=[O:12])/[CH:5]=[CH:6]/[C:7]([O:9]C)=O.[CH:15]1([NH2:21])[CH2:20][CH2:19][CH2:18][CH2:17][CH2:16]1.O. (9) Given the product [C:29]([C:33]1[CH:34]=[CH:35][C:36]([CH2:37][N:8]2[C:9]3[C:14](=[CH:13][CH:12]=[CH:11][CH:10]=3)[C:6]([CH2:1][CH2:2][CH2:3][CH2:4][CH3:5])=[C:7]2[C:15]2[CH:16]=[C:17]3[C:22](=[CH:23][CH:24]=2)[CH:21]=[C:20]([O:25][CH2:26][C:27]#[N:28])[CH:19]=[CH:18]3)=[CH:39][CH:40]=1)([CH3:32])([CH3:30])[CH3:31], predict the reactants needed to synthesize it. The reactants are: [CH2:1]([C:6]1[C:14]2[C:9](=[CH:10][CH:11]=[CH:12][CH:13]=2)[NH:8][C:7]=1[C:15]1[CH:16]=[C:17]2[C:22](=[CH:23][CH:24]=1)[CH:21]=[C:20]([O:25][CH2:26][C:27]#[N:28])[CH:19]=[CH:18]2)[CH2:2][CH2:3][CH2:4][CH3:5].[C:29]([C:33]1[CH:40]=[CH:39][C:36]([CH2:37]Br)=[CH:35][CH:34]=1)([CH3:32])([CH3:31])[CH3:30].